Dataset: Reaction yield outcomes from USPTO patents with 853,638 reactions. Task: Predict the reaction yield, written as a fraction of the theoretical maximum amount of product (1.0 means a 100% yield; for example, 0.34 means a 34% yield). (1) The reactants are [Br:1][C:2]1[CH:7]=[CH:6][C:5]([NH2:8])=[C:4]([F:9])[CH:3]=1.C[Si]([N-][Si](C)(C)C)(C)C.[Li+].Cl[C:21]1[N:22]([CH3:33])[C:23](=[O:32])[C:24]([CH3:31])=[CH:25][C:26]=1[C:27]([O:29][CH3:30])=[O:28]. The catalyst is C1COCC1. The product is [Br:1][C:2]1[CH:7]=[CH:6][C:5]([NH:8][C:21]2[N:22]([CH3:33])[C:23](=[O:32])[C:24]([CH3:31])=[CH:25][C:26]=2[C:27]([O:29][CH3:30])=[O:28])=[C:4]([F:9])[CH:3]=1. The yield is 0.840. (2) The reactants are [CH2:1]([O:8][C@@H:9]([CH3:14])[C:10](OC)=[O:11])[C:2]1[CH:7]=[CH:6][CH:5]=[CH:4][CH:3]=1.O.[NH2:16][NH2:17]. The catalyst is CO. The product is [CH2:1]([O:8][C@@H:9]([CH3:14])[C:10]([NH:16][NH2:17])=[O:11])[C:2]1[CH:7]=[CH:6][CH:5]=[CH:4][CH:3]=1. The yield is 0.950. (3) The reactants are C([NH:4][C:5]1[CH:10]=[CH:9][C:8]([CH:11]([O:15][CH3:16])[C:12]([OH:14])=[O:13])=[CH:7][CH:6]=1)(=O)C. The catalyst is O.NN. The product is [CH3:16][O:15][CH:11]([C:8]1[CH:7]=[CH:6][C:5]([NH2:4])=[CH:10][CH:9]=1)[C:12]([OH:14])=[O:13]. The yield is 0.450. (4) The reactants are C[O:2][C:3]([C:5]1[CH:13]=[C:12]2[C:8]([CH2:9][CH2:10][N:11]2[C:14](=[O:30])[CH2:15][N:16]2[CH2:21][CH2:20][N:19]([C:22]([O:24][C:25]([CH3:28])([CH3:27])[CH3:26])=[O:23])[C@H:18]([CH3:29])[CH2:17]2)=[CH:7][CH:6]=1)=O.[CH3:31][NH2:32]. The catalyst is CO. The product is [C:25]([O:24][C:22]([N:19]1[CH2:20][CH2:21][N:16]([CH2:15][C:14]([N:11]2[C:12]3[C:8](=[CH:7][CH:6]=[C:5]([C:3](=[O:2])[NH:32][CH3:31])[CH:13]=3)[CH2:9][CH2:10]2)=[O:30])[CH2:17][C@H:18]1[CH3:29])=[O:23])([CH3:27])([CH3:26])[CH3:28]. The yield is 0.200. (5) The reactants are [C:1]([O:5][C:6]([N:8]1[CH2:13][CH2:12][CH:11]([O:14][C:15]2[C:20]([F:21])=[CH:19][C:18]([C:22](=O)[CH2:23][CH2:24][C:25](OCC)=[O:26])=[CH:17][C:16]=2[F:31])[CH2:10][CH2:9]1)=[O:7])([CH3:4])([CH3:3])[CH3:2].O.[NH2:33][NH2:34]. The catalyst is C(O)(C)C. The product is [C:1]([O:5][C:6]([N:8]1[CH2:13][CH2:12][CH:11]([O:14][C:15]2[C:20]([F:21])=[CH:19][C:18]([C:22]3[CH2:23][CH2:24][C:25](=[O:26])[NH:34][N:33]=3)=[CH:17][C:16]=2[F:31])[CH2:10][CH2:9]1)=[O:7])([CH3:4])([CH3:3])[CH3:2]. The yield is 0.140.